The task is: Predict which catalyst facilitates the given reaction.. This data is from Catalyst prediction with 721,799 reactions and 888 catalyst types from USPTO. (1) Reactant: Cl[C:2]1[N:10]=[C:9]([Cl:11])[CH:8]=[CH:7][C:3]=1[C:4]([OH:6])=[O:5].[NH2:12][C@@H:13]([CH2:16][C:17]1[CH:22]=[CH:21][CH:20]=[CH:19][CH:18]=1)[CH2:14][OH:15].C(N(CC)CC)C.O. Product: [Cl:11][C:9]1[CH:8]=[CH:7][C:3]([C:4]([OH:6])=[O:5])=[C:2]([NH:12][C@H:13]([CH2:14][OH:15])[CH2:16][C:17]2[CH:18]=[CH:19][CH:20]=[CH:21][CH:22]=2)[N:10]=1. The catalyst class is: 12. (2) Reactant: [C:1]([O:10]C)(=O)[C:2]1[C:3](=[CH:5][CH:6]=[CH:7][CH:8]=1)[SH:4].[C:12]([C:14]1[CH:19]=[CH:18][CH:17]=[C:16]([O:20][CH2:21][CH2:22][CH3:23])[N:15]=1)#[N:13].C(N(CC)CC)C. Product: [CH2:21]([O:20][C:16]1[N:15]=[C:14]([C:12]2[S:4][C:3]3[CH:5]=[CH:6][CH:7]=[CH:8][C:2]=3[C:1](=[O:10])[N:13]=2)[CH:19]=[CH:18][CH:17]=1)[CH2:22][CH3:23]. The catalyst class is: 11.